This data is from NCI-60 drug combinations with 297,098 pairs across 59 cell lines. The task is: Regression. Given two drug SMILES strings and cell line genomic features, predict the synergy score measuring deviation from expected non-interaction effect. (1) Drug 1: CC1C(C(=O)NC(C(=O)N2CCCC2C(=O)N(CC(=O)N(C(C(=O)O1)C(C)C)C)C)C(C)C)NC(=O)C3=C4C(=C(C=C3)C)OC5=C(C(=O)C(=C(C5=N4)C(=O)NC6C(OC(=O)C(N(C(=O)CN(C(=O)C7CCCN7C(=O)C(NC6=O)C(C)C)C)C)C(C)C)C)N)C. Drug 2: CC1=C(C(=CC=C1)Cl)NC(=O)C2=CN=C(S2)NC3=CC(=NC(=N3)C)N4CCN(CC4)CCO. Cell line: BT-549. Synergy scores: CSS=1.42, Synergy_ZIP=1.44, Synergy_Bliss=2.82, Synergy_Loewe=-0.679, Synergy_HSA=-0.443. (2) Drug 1: CC1=CC2C(CCC3(C2CCC3(C(=O)C)OC(=O)C)C)C4(C1=CC(=O)CC4)C. Drug 2: C1=NC2=C(N1)C(=S)N=C(N2)N. Cell line: SF-539. Synergy scores: CSS=29.2, Synergy_ZIP=-0.122, Synergy_Bliss=-1.58, Synergy_Loewe=-4.15, Synergy_HSA=-0.605. (3) Drug 1: CC(CN1CC(=O)NC(=O)C1)N2CC(=O)NC(=O)C2. Drug 2: C1C(C(OC1N2C=C(C(=O)NC2=O)F)CO)O. Cell line: IGROV1. Synergy scores: CSS=36.3, Synergy_ZIP=-12.4, Synergy_Bliss=-3.83, Synergy_Loewe=-0.228, Synergy_HSA=1.19. (4) Drug 1: C1=NC2=C(N=C(N=C2N1C3C(C(C(O3)CO)O)O)F)N. Drug 2: CCCCC(=O)OCC(=O)C1(CC(C2=C(C1)C(=C3C(=C2O)C(=O)C4=C(C3=O)C=CC=C4OC)O)OC5CC(C(C(O5)C)O)NC(=O)C(F)(F)F)O. Cell line: A549. Synergy scores: CSS=45.2, Synergy_ZIP=-1.26, Synergy_Bliss=-2.99, Synergy_Loewe=-21.6, Synergy_HSA=-4.00. (5) Drug 1: CC1C(C(=O)NC(C(=O)N2CCCC2C(=O)N(CC(=O)N(C(C(=O)O1)C(C)C)C)C)C(C)C)NC(=O)C3=C4C(=C(C=C3)C)OC5=C(C(=O)C(=C(C5=N4)C(=O)NC6C(OC(=O)C(N(C(=O)CN(C(=O)C7CCCN7C(=O)C(NC6=O)C(C)C)C)C)C(C)C)C)N)C. Drug 2: CC=C1C(=O)NC(C(=O)OC2CC(=O)NC(C(=O)NC(CSSCCC=C2)C(=O)N1)C(C)C)C(C)C. Cell line: SK-MEL-5. Synergy scores: CSS=62.4, Synergy_ZIP=-2.07, Synergy_Bliss=-1.74, Synergy_Loewe=-34.6, Synergy_HSA=-2.02. (6) Drug 1: C1=NC2=C(N1)C(=S)N=CN2. Drug 2: CN(CCCl)CCCl.Cl. Cell line: IGROV1. Synergy scores: CSS=21.1, Synergy_ZIP=-6.18, Synergy_Bliss=0.610, Synergy_Loewe=0.257, Synergy_HSA=1.68.